From a dataset of Catalyst prediction with 721,799 reactions and 888 catalyst types from USPTO. Predict which catalyst facilitates the given reaction. (1) Reactant: [Cl:1][C:2]1[CH:3]=[C:4]([CH:6]=[CH:7][C:8]=1[I:9])[NH2:5].[H-].[Na+].Br[CH2:13][CH2:14][O:15][Si:16]([C:19]([CH3:22])([CH3:21])[CH3:20])([CH3:18])[CH3:17]. Product: [Si:16]([O:15][CH2:14][CH2:13][NH:5][C:4]1[CH:6]=[CH:7][C:8]([I:9])=[C:2]([Cl:1])[CH:3]=1)([C:19]([CH3:22])([CH3:21])[CH3:20])([CH3:18])[CH3:17]. The catalyst class is: 1. (2) Reactant: [Br:1][C:2]1[CH:3]=[N:4][C:5](Cl)=[N:6][CH:7]=1.Cl.[Br:10][C:11]1[CH:23]=[CH:22][C:21]([F:24])=[CH:20][C:12]=1[O:13][CH:14]1[CH2:19][CH2:18][NH:17][CH2:16][CH2:15]1.CC(O)C.C(N(CC)C(C)C)(C)C. Product: [Br:1][C:2]1[CH:3]=[N:4][C:5]([N:17]2[CH2:16][CH2:15][CH:14]([O:13][C:12]3[CH:20]=[C:21]([F:24])[CH:22]=[CH:23][C:11]=3[Br:10])[CH2:19][CH2:18]2)=[N:6][CH:7]=1. The catalyst class is: 6. (3) Reactant: C(NC(C)C)(C)C.C([Li])CCC.[Br:13][C:14]1[CH:15]=[C:16]([F:21])[CH:17]=[C:18]([Br:20])[CH:19]=1.CN(C)[CH:24]=[O:25]. The catalyst class is: 1. Product: [Br:13][C:14]1[CH:19]=[C:18]([Br:20])[CH:17]=[C:16]([F:21])[C:15]=1[CH:24]=[O:25]. (4) Reactant: [CH3:1][C:2]1([C:7]2[S:11][C:10]([CH2:12][OH:13])=[CH:9][CH:8]=2)OCC[O:3]1.Cl.C(=O)([O-])O.[Na+]. Product: [OH:13][CH2:12][C:10]1[S:11][C:7]([C:2](=[O:3])[CH3:1])=[CH:8][CH:9]=1. The catalyst class is: 1. (5) Reactant: [C:1]([O:5][C:6]([N:8]([C:13]1[CH:18]=[CH:17][CH:16]=[C:15]([CH2:19][O:20][CH2:21][CH2:22][O:23][C:24]2[CH:29]=[CH:28][C:27]([CH2:30][CH2:31][NH:32][CH2:33][C@@H:34]([C:36]3[CH:47]=[CH:46][C:39]4[O:40]C(C)(C)[O:42][CH2:43][C:38]=4[CH:37]=3)[OH:35])=[CH:26][CH:25]=2)[CH:14]=1)[S:9]([NH2:12])(=[O:11])=[O:10])=[O:7])([CH3:4])([CH3:3])[CH3:2]. Product: [CH:6]([OH:7])=[O:5].[OH:35][C@H:34]([C:36]1[CH:47]=[CH:46][C:39]([OH:40])=[C:38]([CH2:43][OH:42])[CH:37]=1)[CH2:33][NH:32][CH2:31][CH2:30][C:27]1[CH:28]=[CH:29][C:24]([O:23][CH2:22][CH2:21][O:20][CH2:19][C:15]2[CH:14]=[C:13]([NH:8][S:9]([NH2:12])(=[O:10])=[O:11])[CH:18]=[CH:17][CH:16]=2)=[CH:25][CH:26]=1.[CH:6]([OH:7])=[O:5].[C:1]([O:5][C:6]([N:8]([C:13]1[CH:18]=[CH:17][CH:16]=[C:15]([CH2:19][O:20][CH2:21][CH2:22][O:23][C:24]2[CH:29]=[CH:28][C:27]([CH2:30][CH2:31][NH:32][CH2:33][C@H:34]([OH:35])[C:36]3[CH:47]=[CH:46][C:39]([OH:40])=[C:38]([CH2:43][OH:42])[CH:37]=3)=[CH:26][CH:25]=2)[CH:14]=1)[S:9]([NH2:12])(=[O:11])=[O:10])=[O:7])([CH3:4])([CH3:2])[CH3:3]. The catalyst class is: 86. (6) Reactant: C([O:8][C:9]1[CH:14]=[CH:13][C:12]([CH2:15][CH2:16][O:17][CH2:18][CH2:19][CH2:20][Cl:21])=[CH:11][CH:10]=1)C1C=CC=CC=1.[H][H]. Product: [Cl:21][CH2:20][CH2:19][CH2:18][O:17][CH2:16][CH2:15][C:12]1[CH:11]=[CH:10][C:9]([OH:8])=[CH:14][CH:13]=1. The catalyst class is: 29. (7) Reactant: [NH:1]1[C:9]2[C:4](=[CH:5][C:6]([C:10]([N:12]3[CH2:17][CH2:16][N:15]([CH:18]([CH3:20])[CH3:19])[CH2:14][CH2:13]3)=[O:11])=[CH:7][CH:8]=2)[CH:3]=[CH:2]1.CC([O-])(C)C.[K+].[CH3:27][N:28]1[CH2:33][CH2:32][CH2:31][CH:30]([CH2:34]OS(C2C=CC(C)=CC=2)(=O)=O)[CH2:29]1. Product: [CH:18]([N:15]1[CH2:14][CH2:13][N:12]([C:10]([C:6]2[CH:5]=[C:4]3[C:9](=[CH:8][CH:7]=2)[N:1]([CH2:34][CH:30]2[CH2:31][CH2:32][CH2:33][N:28]([CH3:27])[CH2:29]2)[CH:2]=[CH:3]3)=[O:11])[CH2:17][CH2:16]1)([CH3:20])[CH3:19]. The catalyst class is: 1.